This data is from Full USPTO retrosynthesis dataset with 1.9M reactions from patents (1976-2016). The task is: Predict the reactants needed to synthesize the given product. (1) The reactants are: [CH2:1]([O:3][C:4](=[O:18])[CH:5]([O:15][CH2:16][CH3:17])[CH2:6][C:7]1[CH:12]=[CH:11][C:10]([OH:13])=[CH:9][C:8]=1[CH3:14])[CH3:2].Cl[CH2:20][C:21]1[N:22]=[C:23]([C:26]2[CH:31]=[CH:30][C:29]([CH:32]([CH3:34])[CH3:33])=[CH:28][CH:27]=2)[S:24][CH:25]=1.C(C1C=CC(C(N)=S)=CC=1)(C)C.ClCC(CCl)=O.C(=O)([O-])[O-].[Cs+].[Cs+].[I-].[K+]. Given the product [CH2:1]([O:3][C:4](=[O:18])[CH:5]([O:15][CH2:16][CH3:17])[CH2:6][C:7]1[CH:12]=[CH:11][C:10]([O:13][CH2:20][C:21]2[N:22]=[C:23]([C:26]3[CH:31]=[CH:30][C:29]([CH:32]([CH3:34])[CH3:33])=[CH:28][CH:27]=3)[S:24][CH:25]=2)=[CH:9][C:8]=1[CH3:14])[CH3:2], predict the reactants needed to synthesize it. (2) Given the product [C:12]([O:11][C:9]([N:6]1[CH2:5][CH:4]2[CH:8]([C:3]2([C:17]#[N:18])[C:1]2[CH:36]=[CH:35][CH:34]=[CH:33][N:2]=2)[CH2:7]1)=[O:10])([CH3:15])([CH3:14])[CH3:13], predict the reactants needed to synthesize it. The reactants are: [C:1]([CH:3]1[CH:8]2[CH:4]1[CH2:5][N:6]([C:9]([O:11][C:12]([CH3:15])([CH3:14])[CH3:13])=[O:10])[CH2:7]2)#[N:2].F[C:17]1C=CC=C[N:18]=1.C[Si]([N-][Si](C)(C)C)(C)C.[K+].[C:33]1(C)C=C[CH:36]=[CH:35][CH:34]=1. (3) Given the product [N:21]1([C:27]2[CH:32]=[CH:31][C:30]([C:8]3[C:16]4[S:15][C:14]([C:17]([O:19][CH3:20])=[O:18])=[CH:13][C:12]=4[CH:11]=[CH:10][CH:9]=3)=[CH:29][CH:28]=2)[CH2:26][CH2:25][O:24][CH2:23][CH2:22]1, predict the reactants needed to synthesize it. The reactants are: C(=O)([O-])[O-].[Na+].[Na+].Br[C:8]1[C:16]2[S:15][C:14]([C:17]([O:19][CH3:20])=[O:18])=[CH:13][C:12]=2[CH:11]=[CH:10][CH:9]=1.[N:21]1([C:27]2[CH:32]=[CH:31][C:30](B(O)O)=[CH:29][CH:28]=2)[CH2:26][CH2:25][O:24][CH2:23][CH2:22]1. (4) The reactants are: [CH3:1][N:2]([CH2:13][C:14]1[N:18]([CH2:19][C:20]([OH:22])=O)[C:17]2[CH:23]=[CH:24][CH:25]=[CH:26][C:16]=2[N:15]=1)[CH:3]1[C:12]2[N:11]=[CH:10][CH:9]=[CH:8][C:7]=2[CH2:6][CH2:5][CH2:4]1.[NH2:27][CH2:28][CH2:29][CH2:30][NH:31][C:32](=[O:38])[O:33][C:34]([CH3:37])([CH3:36])[CH3:35].C(N(CC)C(C)C)(C)C. Given the product [CH3:1][N:2]([CH2:13][C:14]1[N:18]([CH2:19][C:20]([NH:27][CH2:28][CH2:29][CH2:30][NH:31][C:32](=[O:38])[O:33][C:34]([CH3:36])([CH3:35])[CH3:37])=[O:22])[C:17]2[CH:23]=[CH:24][CH:25]=[CH:26][C:16]=2[N:15]=1)[CH:3]1[C:12]2[N:11]=[CH:10][CH:9]=[CH:8][C:7]=2[CH2:6][CH2:5][CH2:4]1, predict the reactants needed to synthesize it. (5) Given the product [Cl:27][C:28]1[CH:33]=[CH:32][C:31]([Cl:34])=[CH:30][C:29]=1[S:35]([NH:25][C:21]1[CH:22]=[CH:23][CH:24]=[C:19]([C:17]2[O:18][C:14]3[CH:13]=[CH:12][C:11]([C:8]4[CH:7]=[CH:6][C:5]([O:4][CH:1]([CH3:3])[CH3:2])=[CH:10][CH:9]=4)=[CH:26][C:15]=3[N:16]=2)[CH:20]=1)(=[O:37])=[O:36], predict the reactants needed to synthesize it. The reactants are: [CH:1]([O:4][C:5]1[CH:10]=[CH:9][C:8]([C:11]2[CH:12]=[CH:13][C:14]3[O:18][C:17]([C:19]4[CH:20]=[C:21]([NH2:25])[CH:22]=[CH:23][CH:24]=4)=[N:16][C:15]=3[CH:26]=2)=[CH:7][CH:6]=1)([CH3:3])[CH3:2].[Cl:27][C:28]1[CH:33]=[CH:32][C:31]([Cl:34])=[CH:30][C:29]=1[S:35](Cl)(=[O:37])=[O:36]. (6) The reactants are: [NH:1]1[CH:5]=[CH:4][CH:3]=[N:2]1.C(=O)([O-])[O-].[K+].[K+].[CH2:12]([O:19][CH2:20]Cl)[C:13]1[CH:18]=[CH:17][CH:16]=[CH:15][CH:14]=1.O. Given the product [CH2:12]([O:19][CH2:20][N:1]1[CH:5]=[CH:4][CH:3]=[N:2]1)[C:13]1[CH:18]=[CH:17][CH:16]=[CH:15][CH:14]=1, predict the reactants needed to synthesize it.